The task is: Predict which catalyst facilitates the given reaction.. This data is from Catalyst prediction with 721,799 reactions and 888 catalyst types from USPTO. (1) Reactant: [NH2:1][N:2]1[CH:6]=[CH:5][CH:4]=[C:3]1[C:7]([NH:9][C:10]1[CH:15]=[CH:14][CH:13]=[CH:12][CH:11]=1)=[O:8].[C:16]([O:20][C:21]([NH:23][CH:24]([CH2:28]C)[C:25](O)=[O:26])=[O:22])([CH3:19])([CH3:18])[CH3:17]. Product: [O:26]=[C:25]([NH:1][N:2]1[CH:6]=[CH:5][CH:4]=[C:3]1[C:7](=[O:8])[NH:9][C:10]1[CH:15]=[CH:14][CH:13]=[CH:12][CH:11]=1)[CH:24]([NH:23][C:21](=[O:22])[O:20][C:16]([CH3:19])([CH3:18])[CH3:17])[CH3:28]. The catalyst class is: 27. (2) Reactant: C1(P(N=[N+]=[N-])(C2C=CC=CC=2)=O)C=CC=CC=1.Cl.[Cl:19][C:20]1[CH:25]=[CH:24][CH:23]=[C:22]([Cl:26])[C:21]=1[NH:27][C:28](=[O:44])[NH:29][C:30]1[C:31]2[S:38][C:37](/[CH:39]=[CH:40]/[C:41]([OH:43])=O)=[CH:36][C:32]=2[N:33]=[CH:34][N:35]=1.[N:45]1([CH2:51][CH2:52][NH2:53])[CH2:50][CH2:49][CH2:48][CH2:47][CH2:46]1.C(N(CC)CC)C. Product: [Cl:26][C:22]1[CH:23]=[CH:24][CH:25]=[C:20]([Cl:19])[C:21]=1[NH:27][C:28](=[O:44])[NH:29][C:30]1[C:31]2[S:38][C:37](/[CH:39]=[CH:40]/[C:41]([NH:53][CH2:52][CH2:51][N:45]3[CH2:50][CH2:49][CH2:48][CH2:47][CH2:46]3)=[O:43])=[CH:36][C:32]=2[N:33]=[CH:34][N:35]=1. The catalyst class is: 3.